This data is from Forward reaction prediction with 1.9M reactions from USPTO patents (1976-2016). The task is: Predict the product of the given reaction. (1) The product is: [C:1]([O:5][C:6]([CH2:8][CH2:9][NH:10][CH:11]([CH3:16])[C:12]([OH:14])=[O:13])=[O:7])([CH3:4])([CH3:2])[CH3:3]. Given the reactants [C:1]([O:5][C:6]([CH2:8][CH2:9][NH:10][CH:11]([CH3:16])[C:12]([O:14]C)=[O:13])=[O:7])([CH3:4])([CH3:3])[CH3:2].[OH-].[K+], predict the reaction product. (2) Given the reactants [CH:1]1([C:4]([OH:28])([CH3:27])[CH2:5][NH:6][C:7]([C:9]2[C:14]([C:15]([F:18])([F:17])[F:16])=[N:13][C:12](Br)=[C:11]([C:20]3[CH:25]=[CH:24][C:23]([Cl:26])=[CH:22][CH:21]=3)[N:10]=2)=[O:8])[CH2:3][CH2:2]1.[C:29](=[O:32])([O-])[O-].[Cs+].[Cs+], predict the reaction product. The product is: [CH:1]1([C:4]([OH:28])([CH3:27])[CH2:5][NH:6][C:7]([C:9]2[C:14]([C:15]([F:18])([F:17])[F:16])=[N:13][C:12]([O:32][CH2:29][C:15]([F:18])([F:17])[F:16])=[C:11]([C:20]3[CH:25]=[CH:24][C:23]([Cl:26])=[CH:22][CH:21]=3)[N:10]=2)=[O:8])[CH2:3][CH2:2]1. (3) The product is: [Cl:23][C:24]1[CH:25]=[C:26]([CH:30]=[CH:31][C:32]=1[CH3:33])[C:27]([N:16]([CH2:15][C:14]([N:10]1[CH2:11][C:12](=[O:13])[N:8]([C:4]2[CH:5]=[CH:6][CH:7]=[C:2]([Cl:1])[C:3]=2[CH3:22])[CH2:9]1)=[O:21])[CH2:17][CH2:18][O:19][CH3:20])=[O:28]. Given the reactants [Cl:1][C:2]1[C:3]([CH3:22])=[C:4]([N:8]2[C:12](=[O:13])[CH2:11][N:10]([C:14](=[O:21])[CH2:15][NH:16][CH2:17][CH2:18][O:19][CH3:20])[CH2:9]2)[CH:5]=[CH:6][CH:7]=1.[Cl:23][C:24]1[CH:25]=[C:26]([CH:30]=[CH:31][C:32]=1[CH3:33])[C:27](O)=[O:28].F[P-](F)(F)(F)(F)F.N1(O[P+](N(C)C)(N(C)C)N(C)C)C2C=CC=CC=2N=N1, predict the reaction product. (4) Given the reactants [F:1][C:2]1[CH:7]=[CH:6][C:5]([NH:8][C:9]2[N:14]=[C:13](SC)[N:12]=[C:11]([CH2:17][CH2:18][OH:19])[CH:10]=2)=[CH:4][CH:3]=1.O[O:21][S:22]([O-:24])=O.[K+].[CH3:26]O, predict the reaction product. The product is: [F:1][C:2]1[CH:3]=[CH:4][C:5]([NH:8][C:9]2[N:14]=[C:13]([S:22]([CH3:26])(=[O:24])=[O:21])[N:12]=[C:11]([CH2:17][CH2:18][OH:19])[CH:10]=2)=[CH:6][CH:7]=1. (5) Given the reactants Cl[C:2]1[C:11]2[C:6](=[CH:7][CH:8]=[CH:9][CH:10]=2)[CH:5]=[C:4]([NH:12][C:13]2[CH:17]=[C:16]([CH3:18])[NH:15][N:14]=2)[N:3]=1.[C:19]1(B(O)O)[CH:24]=[CH:23][CH:22]=[CH:21][CH:20]=1.C([O-])([O-])=O.[Na+].[Na+].CN(C)C=O, predict the reaction product. The product is: [CH3:18][C:16]1[NH:15][N:14]=[C:13]([NH:12][C:4]2[N:3]=[C:2]([C:19]3[CH:24]=[CH:23][CH:22]=[CH:21][CH:20]=3)[C:11]3[C:6]([CH:5]=2)=[CH:7][CH:8]=[CH:9][CH:10]=3)[CH:17]=1. (6) Given the reactants [F:1][C:2]1[CH:7]=[CH:6][C:5]([C:8]2[C:12]([C:13]3[N:14]=[CH:15][NH:16][CH:17]=3)=[C:11]([C:18]([F:21])([F:20])[F:19])[O:10][N:9]=2)=[CH:4][CH:3]=1.Cl[C:23]1[N:28]=[CH:27][C:26]([C:29](=[O:31])[CH3:30])=[CH:25][CH:24]=1, predict the reaction product. The product is: [F:1][C:2]1[CH:7]=[CH:6][C:5]([C:8]2[C:12]([C:13]3[N:14]=[CH:15][N:16]([C:23]4[N:28]=[CH:27][C:26]([C:29](=[O:31])[CH3:30])=[CH:25][CH:24]=4)[CH:17]=3)=[C:11]([C:18]([F:21])([F:19])[F:20])[O:10][N:9]=2)=[CH:4][CH:3]=1. (7) Given the reactants [C:1](Cl)(=O)[CH3:2].[OH:5][C:6]1[CH:7]=[C:8]2[C:13](=[CH:14][CH:15]=1)[CH2:12][NH:11][CH:10]([C:16]([OH:18])=[O:17])[CH2:9]2, predict the reaction product. The product is: [OH:5][C:6]1[CH:7]=[C:8]2[C:13](=[CH:14][CH:15]=1)[CH2:12][NH:11][CH:10]([C:16]([O:18][CH2:1][CH3:2])=[O:17])[CH2:9]2. (8) Given the reactants O=[C:2]1[CH2:11][CH2:10][CH:9]2[CH:4]([CH2:5][CH:6]([C:16]([O:18][CH2:19][CH3:20])=[O:17])[N:7]([C:12]([O:14][CH3:15])=[O:13])[CH2:8]2)[CH2:3]1.[NH2:21][C:22]1[CH:29]=[CH:28][CH:27]=[C:26](Cl)[C:23]=1[C:24]#[N:25].C(O)(=O)C.C(=O)(O)[O-].[Na+], predict the reaction product. The product is: [C:24]([C:23]1[CH:26]=[CH:27][CH:28]=[CH:29][C:22]=1[NH:21][C@H:2]1[CH2:11][CH2:10][C@@H:9]2[C@@H:4]([CH2:5][C@@H:6]([C:16]([O:18][CH2:19][CH3:20])=[O:17])[N:7]([C:12]([O:14][CH3:15])=[O:13])[CH2:8]2)[CH2:3]1)#[N:25].